This data is from Retrosynthesis with 50K atom-mapped reactions and 10 reaction types from USPTO. The task is: Predict the reactants needed to synthesize the given product. (1) Given the product CCN(C(=O)CN(C)S(C)(=O)=O)c1cn(-c2cccnc2)nc1Cl, predict the reactants needed to synthesize it. The reactants are: CCN(C(=O)CNC)c1cn(-c2cccnc2)nc1Cl.CS(=O)(=O)Cl. (2) Given the product CCOC(=O)c1cc(C2CC2)c2c(C)c(-c3ccc(C(C)O)cc3)ccn2c1=O, predict the reactants needed to synthesize it. The reactants are: CCOC(=O)c1cc(C2CC2)c2c(C)c(-c3ccc(C(C)=O)cc3)ccn2c1=O.